From a dataset of Reaction yield outcomes from USPTO patents with 853,638 reactions. Predict the reaction yield, written as a fraction of the theoretical maximum amount of product (1.0 means a 100% yield; for example, 0.34 means a 34% yield). (1) The reactants are Cl[CH2:2][CH2:3][CH2:4][S:5]([N:8]1[CH2:13][CH2:12][CH:11]([C:14]2[C:22]3[C:17](=[C:18]([C:29]([NH2:31])=[O:30])[CH:19]=[C:20]([C:23]4[CH:28]=[CH:27][CH:26]=[CH:25][CH:24]=4)[CH:21]=3)[NH:16][N:15]=2)[CH2:10][CH2:9]1)(=[O:7])=[O:6].C([O-])([O-])=O.[K+].[K+].[CH:38]1([NH2:43])[CH2:42][CH2:41][CH2:40][CH2:39]1.[I-].[Na+]. The catalyst is CN(C=O)C. The product is [CH:38]1([NH:43][CH2:2][CH2:3][CH2:4][S:5]([N:8]2[CH2:13][CH2:12][CH:11]([C:14]3[C:22]4[C:17](=[C:18]([C:29]([NH2:31])=[O:30])[CH:19]=[C:20]([C:23]5[CH:28]=[CH:27][CH:26]=[CH:25][CH:24]=5)[CH:21]=4)[NH:16][N:15]=3)[CH2:10][CH2:9]2)(=[O:7])=[O:6])[CH2:42][CH2:41][CH2:40][CH2:39]1. The yield is 0.260. (2) The reactants are [OH:1][CH2:2][C:3]1[CH:4]=[C:5]([C:9]2[CH:10]=[C:11]3[C:15](=[C:16]([C:18]([NH2:20])=[O:19])[CH:17]=2)[NH:14][CH:13]=[C:12]3[CH:21]2[CH2:26][CH2:25][N:24]([S:27]([CH2:30][CH2:31][CH2:32][N:33]3[CH2:37][CH2:36][CH2:35][CH2:34]3)(=[O:29])=[O:28])[CH2:23][CH2:22]2)[CH:6]=[CH:7][CH:8]=1. The catalyst is C1COCC1.O=[Mn]=O. The product is [CH:2]([C:3]1[CH:4]=[C:5]([C:9]2[CH:10]=[C:11]3[C:15](=[C:16]([C:18]([NH2:20])=[O:19])[CH:17]=2)[NH:14][CH:13]=[C:12]3[CH:21]2[CH2:26][CH2:25][N:24]([S:27]([CH2:30][CH2:31][CH2:32][N:33]3[CH2:34][CH2:35][CH2:36][CH2:37]3)(=[O:29])=[O:28])[CH2:23][CH2:22]2)[CH:6]=[CH:7][CH:8]=1)=[O:1]. The yield is 0.600. (3) The reactants are [O:1]1[CH2:6][CH2:5][N:4]([CH2:7][C:8]2[CH:9]=[C:10]([CH:15]=[CH:16][CH:17]=2)[C:11]([O:13]C)=[O:12])[CH2:3][CH2:2]1.[Li+].[OH-]. The catalyst is CO.O. The product is [O:1]1[CH2:2][CH2:3][N:4]([CH2:7][C:8]2[CH:9]=[C:10]([CH:15]=[CH:16][CH:17]=2)[C:11]([OH:13])=[O:12])[CH2:5][CH2:6]1. The yield is 0.425. (4) The reactants are [C:1]([C:4]1[C:9](=[O:10])[C:8]([O:11][CH3:12])=[CH:7][N:6]([C:13]2[CH:18]=[C:17]([F:19])[C:16]([N:20]3[CH2:25][CH2:24][O:23][CH2:22][CH2:21]3)=[CH:15][C:14]=2[F:26])[N:5]=1)(=O)[CH3:2].[CH3:27]OC(OC)N(C)C.[C:35]1([NH:41][NH2:42])[CH:40]=[CH:39][CH:38]=[CH:37][CH:36]=1. The catalyst is CCOC(C)=O. The product is [F:26][C:14]1[CH:15]=[C:16]([N:20]2[CH2:25][CH2:24][O:23][CH2:22][CH2:21]2)[C:17]([F:19])=[CH:18][C:13]=1[N:6]1[CH:7]=[C:8]([O:11][CH3:12])[C:9](=[O:10])[C:4]([C:1]2[N:41]([C:35]3[CH:40]=[CH:39][CH:38]=[CH:37][CH:36]=3)[N:42]=[CH:27][CH:2]=2)=[N:5]1. The yield is 0.360. (5) The reactants are C(OC(=O)C)(=O)C.[CH:8]([OH:10])=O.[Br:11][C:12]1[N:17]=[C:16]([O:18][CH3:19])[C:15]([NH2:20])=[CH:14][CH:13]=1. The yield is 1.00. The product is [Br:11][C:12]1[N:17]=[C:16]([O:18][CH3:19])[C:15]([NH:20][CH:8]=[O:10])=[CH:14][CH:13]=1. The catalyst is C1COCC1. (6) The reactants are C[O:2][C:3]([C:5]1([C:8]2[CH:9]=[CH:10][C:11]3[O:15][CH2:14][C:13]([CH3:17])([CH3:16])[C:12]=3[CH:18]=2)[CH2:7][CH2:6]1)=[O:4].[Li+].[OH-].Cl. The catalyst is CO. The product is [CH3:16][C:13]1([CH3:17])[C:12]2[CH:18]=[C:8]([C:5]3([C:3]([OH:4])=[O:2])[CH2:6][CH2:7]3)[CH:9]=[CH:10][C:11]=2[O:15][CH2:14]1. The yield is 0.410. (7) The reactants are [C:1]([NH:5][C:6]1[CH:7]=[C:8]([N:51]2[CH2:56][CH2:55][N:54](C(OC(C)(C)C)=O)[CH2:53][CH2:52]2)[CH:9]=[CH:10][C:11]=1[N:12](C(OC(C)(C)C)=O)[C:13]1[CH:18]=[C:17]([N:19]([CH3:43])[C:20]([N:22]([C:31]2[C:36]([Cl:37])=[C:35]([O:38][CH3:39])[CH:34]=[C:33]([O:40][CH3:41])[C:32]=2[Cl:42])COCC[Si](C)(C)C)=[O:21])[N:16]=[CH:15][N:14]=1)(=[O:4])[CH:2]=[CH2:3].C(O)(C(F)(F)F)=O.[NH4+].[OH-]. The catalyst is C(Cl)Cl. The product is [Cl:37][C:36]1[C:35]([O:38][CH3:39])=[CH:34][C:33]([O:40][CH3:41])=[C:32]([Cl:42])[C:31]=1[NH:22][C:20](=[O:21])[N:19]([C:17]1[N:16]=[CH:15][N:14]=[C:13]([NH:12][C:11]2[CH:10]=[CH:9][C:8]([N:51]3[CH2:52][CH2:53][NH:54][CH2:55][CH2:56]3)=[CH:7][C:6]=2[NH:5][C:1](=[O:4])[CH:2]=[CH2:3])[CH:18]=1)[CH3:43]. The yield is 0.900. (8) The product is [CH3:36][O:35][C:30]1[CH:29]=[C:28]([O:37][CH3:38])[CH:27]=[C:26]2[C:31]=1[C:32](=[O:34])[NH:33][C:24]([C:12]1[CH:11]=[CH:10][C:9]([O:8][CH2:7][CH2:6][N:39]3[CH2:43][CH2:42][CH2:41][CH2:40]3)=[C:14]([C:15]3[CH:16]=[CH:17][C:18]([S:21]([CH3:23])=[O:22])=[CH:19][CH:20]=3)[N:13]=1)=[N:25]2. The reactants are CS(O[CH2:6][CH2:7][O:8][C:9]1[CH:10]=[CH:11][C:12]([C:24]2[NH:33][C:32](=[O:34])[C:31]3[C:26](=[CH:27][C:28]([O:37][CH3:38])=[CH:29][C:30]=3[O:35][CH3:36])[N:25]=2)=[N:13][C:14]=1[C:15]1[CH:20]=[CH:19][C:18]([S:21]([CH3:23])=[O:22])=[CH:17][CH:16]=1)(=O)=O.[NH:39]1[CH2:43][CH2:42][CH2:41][CH2:40]1.[I-].[Na+].CS(C)=O. The yield is 0.160. The catalyst is C(Cl)(Cl)Cl. (9) The reactants are [CH3:1][C:2]([CH3:31])([O:4][C:5]([NH:7][C@H:8]([C:28]([OH:30])=[O:29])[CH2:9][NH:10][C:11]([O:13][CH2:14][CH:15]1[C:27]2[CH:26]=[CH:25][CH:24]=[CH:23][C:22]=2[C:21]2[C:16]1=[CH:17][CH:18]=[CH:19][CH:20]=2)=[O:12])=[O:6])[CH3:3].[C:32](=O)([O-])O.[K+].IC.O. The catalyst is CN(C)C=O. The product is [CH3:3][C:2]([CH3:31])([O:4][C:5]([NH:7][C@H:8]([C:28]([O:30][CH3:32])=[O:29])[CH2:9][NH:10][C:11]([O:13][CH2:14][CH:15]1[C:16]2[CH:17]=[CH:18][CH:19]=[CH:20][C:21]=2[C:22]2[C:27]1=[CH:26][CH:25]=[CH:24][CH:23]=2)=[O:12])=[O:6])[CH3:1]. The yield is 0.810. (10) The reactants are FC(F)(F)C1C=C(C=C(C(F)(F)F)C=1)CN(C[C:14]1[C:15]([N:24]([CH2:27][CH:28]2[CH2:32][CH2:31][CH2:30][CH2:29]2)CC)=NC2C(C=1)=CC=CC=2)C1NN=NN=1.[OH-].[Na+].ClCCl.S(OC)(OC)(=O)=O. The catalyst is O.[Br-].C([N+](CCCC)(CCCC)CCCC)CCC. The product is [CH:28]1([CH2:27][NH:24][CH2:15][CH3:14])[CH2:32][CH2:31][CH2:30][CH2:29]1. The yield is 0.220.